This data is from Reaction yield outcomes from USPTO patents with 853,638 reactions. The task is: Predict the reaction yield, written as a fraction of the theoretical maximum amount of product (1.0 means a 100% yield; for example, 0.34 means a 34% yield). (1) The reactants are [CH2:1]([O:3][C:4]1[CH:9]=[CH:8][C:7]([C:10]2[CH:15]=[CH:14][C:13]([CH2:16][N:17]([C:19]3[CH:24]=[CH:23][C:22]([O:25][CH2:26][C:27]4[CH:32]=[CH:31][C:30]([CH3:33])=[CH:29][N:28]=4)=[CH:21][CH:20]=3)N)=[CH:12][CH:11]=2)=[CH:6][N:5]=1)[CH3:2].[CH3:34][C:35]([S:38][CH2:39][C:40](=O)[CH2:41][C:42]([CH3:49])([CH3:48])[C:43]([O:45]CC)=[O:44])([CH3:37])[CH3:36]. No catalyst specified. The product is [C:35]([S:38][C:39]1[C:24]2[C:19](=[CH:20][CH:21]=[C:22]([O:25][CH2:26][C:27]3[CH:32]=[CH:31][C:30]([CH3:33])=[CH:29][N:28]=3)[CH:23]=2)[N:17]([CH2:16][C:13]2[CH:14]=[CH:15][C:10]([C:7]3[CH:6]=[N:5][C:4]([O:3][CH2:1][CH3:2])=[CH:9][CH:8]=3)=[CH:11][CH:12]=2)[C:40]=1[CH2:41][C:42]([CH3:49])([CH3:48])[C:43]([OH:45])=[O:44])([CH3:37])([CH3:34])[CH3:36]. The yield is 0.760. (2) The reactants are [C:1]1([CH:7]2[CH2:12][CH2:11][CH2:10][N:9]([CH2:13][CH2:14][CH3:15])[CH2:8]2)[CH:6]=[CH:5][CH:4]=[CH:3][CH:2]=1.[N+:16]([O-])([O-:18])=[O:17].[K+].OS(O)(=O)=O. No catalyst specified. The product is [N+:16]([C:4]1[CH:5]=[CH:6][C:1]([CH:7]2[CH2:12][CH2:11][CH2:10][N:9]([CH2:13][CH2:14][CH3:15])[CH2:8]2)=[CH:2][CH:3]=1)([O-:18])=[O:17]. The yield is 0.810. (3) The reactants are Cl[C:2]1[N:7]=[C:6]([NH:8][C:9]2[CH:18]=[CH:17][C:12]3[NH:13][C:14](=[O:16])[NH:15][C:11]=3[CH:10]=2)[C:5]([F:19])=[CH:4][N:3]=1.[CH3:20][N:21]1[CH2:26][CH2:25][N:24]([C:27]2[N:32]=[CH:31][C:30]([NH2:33])=[CH:29][CH:28]=2)[CH2:23][CH2:22]1.C(O)(C(F)(F)F)=O. The catalyst is CC(O)C. The product is [NH:13]1[C:12]2[CH:17]=[CH:18][C:9]([NH:8][C:6]3[C:5]([F:19])=[CH:4][N:3]=[C:2]([NH:33][C:30]4[CH:29]=[CH:28][C:27]([N:24]5[CH2:25][CH2:26][N:21]([CH3:20])[CH2:22][CH2:23]5)=[N:32][CH:31]=4)[N:7]=3)=[CH:10][C:11]=2[NH:15][C:14]1=[O:16]. The yield is 0.600. (4) The reactants are [CH3:1][O:2][C:3]1[CH:4]=[C:5]([C:9]2([C:12]([F:15])([F:14])[F:13])[NH:11][NH:10]2)[CH:6]=[CH:7][CH:8]=1. The catalyst is C(OCC)C.[O-2].[O-2].[Mn+4]. The product is [CH3:1][O:2][C:3]1[CH:4]=[C:5]([C:9]2([C:12]([F:15])([F:13])[F:14])[N:10]=[N:11]2)[CH:6]=[CH:7][CH:8]=1. The yield is 0.910. (5) The yield is 0.730. The reactants are [CH3:1][N:2]1[CH2:7][CH2:6][N:5]([CH2:8][C:9]([OH:11])=O)[CH2:4][CH2:3]1.C(N(CC)C(C)C)(C)C.CN(C(ON1N=NC2C=CC=CC1=2)=[N+](C)C)C.F[P-](F)(F)(F)(F)F.[NH2:45][C:46]1[CH:51]=[CH:50][C:49]([CH:52]2[CH2:66][N:56]3[C:57](=[O:65])[NH:58][C:59]4[CH:60]=[CH:61][CH:62]=[CH:63][C:64]=4[C:55]3=[N:54][CH2:53]2)=[CH:48][CH:47]=1. The catalyst is CN(C=O)C. The product is [CH3:1][N:2]1[CH2:3][CH2:4][N:5]([CH2:8][C:9]([NH:45][C:46]2[CH:51]=[CH:50][C:49]([CH:52]3[CH2:66][N:56]4[C:57](=[O:65])[NH:58][C:59]5[CH:60]=[CH:61][CH:62]=[CH:63][C:64]=5[C:55]4=[N:54][CH2:53]3)=[CH:48][CH:47]=2)=[O:11])[CH2:6][CH2:7]1. (6) The reactants are Cl[S:2]([C:5]1[CH:6]=[CH:7][C:8]([F:14])=[C:9]([CH:13]=1)[C:10]([OH:12])=[O:11])(=[O:4])=[O:3].[CH:15]([NH2:19])([CH2:17][CH3:18])[CH3:16].CCN(C(C)C)C(C)C. The catalyst is C(Cl)Cl. The product is [CH:15]([NH:19][S:2]([C:5]1[CH:6]=[CH:7][C:8]([F:14])=[C:9]([CH:13]=1)[C:10]([OH:12])=[O:11])(=[O:4])=[O:3])([CH2:17][CH3:18])[CH3:16]. The yield is 0.960. (7) The reactants are C[O:2][C:3](=[O:32])[C@@H:4]([NH:8][C:9]([C:11]1[O:15][N:14]=[C:13]([C:16]2[CH:21]=[CH:20][C:19]([NH:22][C:23]([NH:25][C:26]3[CH:31]=[CH:30][CH:29]=[CH:28][CH:27]=3)=[O:24])=[CH:18][CH:17]=2)[CH:12]=1)=[O:10])[CH:5]([CH3:7])[CH3:6].[K+].[Br-]. No catalyst specified. The product is [CH3:6][CH:5]([CH3:7])[C@H:4]([NH:8][C:9]([C:11]1[O:15][N:14]=[C:13]([C:16]2[CH:21]=[CH:20][C:19]([NH:22][C:23]([NH:25][C:26]3[CH:27]=[CH:28][CH:29]=[CH:30][CH:31]=3)=[O:24])=[CH:18][CH:17]=2)[CH:12]=1)=[O:10])[C:3]([OH:32])=[O:2]. The yield is 0.830. (8) The reactants are [CH3:1][CH:2]([CH:12]([CH2:14][C:15]1[CH:20]=[CH:19][C:18]([OH:21])=[C:17]([OH:22])[CH:16]=1)[CH3:13])[CH2:3][C:4]1[CH:9]=[CH:8][C:7]([OH:10])=[C:6]([OH:11])[CH:5]=1.[H-].[Na+].Cl[CH2:26][C:27]1[N:28]=[C:29]([CH3:32])[S:30][CH:31]=1.[Cl-].[NH4+:34]. The catalyst is CN(C=O)C.CCOCC. The product is [CH3:32][C:29]1[S:30][CH:31]=[C:27]([CH2:26][O:22][C:17]2[CH:16]=[C:15]([CH2:14][C@@H:12]([CH3:13])[C@@H:2]([CH3:1])[CH2:3][C:4]3[CH:9]=[CH:8][C:7]([O:10][CH2:26][C:27]4[N:28]=[C:29]([CH3:32])[S:30][CH:31]=4)=[C:6]([O:11][CH2:26][C:27]4[N:28]=[C:29]([CH3:32])[S:30][CH:31]=4)[CH:5]=3)[CH:20]=[CH:19][C:18]=2[O:21][CH2:26][C:27]2[N:34]=[C:29]([CH3:32])[S:30][CH:31]=2)[N:28]=1. The yield is 0.421. (9) The reactants are [F:1][C:2]1[CH:7]=[CH:6][C:5]([N:8]=[C:9]=[O:10])=[CH:4][CH:3]=1.[N:11]1([CH:16]([C:20]2[CH:25]=[CH:24][C:23]([NH2:26])=[CH:22][CH:21]=2)[CH:17]([CH3:19])[CH3:18])[CH:15]=[CH:14][N:13]=[CH:12]1. The catalyst is C1COCC1. The product is [F:1][C:2]1[CH:7]=[CH:6][C:5]([NH:8][C:9]([NH:26][C:23]2[CH:24]=[CH:25][C:20]([CH:16]([N:11]3[CH:15]=[CH:14][N:13]=[CH:12]3)[CH:17]([CH3:19])[CH3:18])=[CH:21][CH:22]=2)=[O:10])=[CH:4][CH:3]=1. The yield is 0.320. (10) The reactants are [CH2:1]([O:3][CH:4]([O:7][CH2:8][CH3:9])[CH2:5]Br)[CH3:2].C(=O)([O-])[O-].[Cs+].[Cs+].CN(C)C(=O)C.[F:22][C:23]1[N:28]=[CH:27][C:26]([OH:29])=[CH:25][CH:24]=1. The catalyst is O. The product is [CH2:1]([O:3][CH:4]([O:7][CH2:8][CH3:9])[CH2:5][O:29][C:26]1[CH:25]=[CH:24][C:23]([F:22])=[N:28][CH:27]=1)[CH3:2]. The yield is 0.990.